Task: Regression/Classification. Given a drug SMILES string, predict its absorption, distribution, metabolism, or excretion properties. Task type varies by dataset: regression for continuous measurements (e.g., permeability, clearance, half-life) or binary classification for categorical outcomes (e.g., BBB penetration, CYP inhibition). Dataset: rlm.. Dataset: Rat liver microsome stability data (1) The compound is O=C(N[C@@H](Cc1c[nH]c2ccccc12)C(=O)Nc1ccncc1)c1ccc(-c2cccc(Cl)c2)cc1F. The result is 0 (unstable in rat liver microsomes). (2) The compound is Clc1ccc2ncc(-c3cccc(NC4CNC4)n3)n2c1. The result is 1 (stable in rat liver microsomes). (3) The drug is C[C@H](N)CNc1cc2ncnc(O)c2c(Nc2cccc3cc[nH]c23)n1. The result is 1 (stable in rat liver microsomes). (4) The compound is COc1cc2nc(N3CCCN(C(=O)N4CC(O)C(O)C4)CC3)nc(N3CC4C(CC(=O)OC(C)(C)C)C4C3)c2cc1OC. The result is 0 (unstable in rat liver microsomes). (5) The compound is COc1ccc(-c2noc([C@@H]3Cc4[nH]cnc4CN3C(=O)NC3CCCCC3)n2)cc1. The result is 1 (stable in rat liver microsomes). (6) The result is 1 (stable in rat liver microsomes). The drug is COc1ccccc1CN1CCNc2cc(Nc3ccccc3)ncc2C1.